From a dataset of Forward reaction prediction with 1.9M reactions from USPTO patents (1976-2016). Predict the product of the given reaction. (1) Given the reactants [C:1](Cl)(=O)C.[S:5]1[CH:9]=[CH:8][C:7]([CH2:10][C:11]([OH:13])=[O:12])=[CH:6]1, predict the reaction product. The product is: [S:5]1[CH:9]=[CH:8][C:7]([CH2:10][C:11]([O:13][CH3:1])=[O:12])=[CH:6]1. (2) Given the reactants [Br:1][C:2]1[CH:10]=[CH:9][C:8]([O:11][CH3:12])=[CH:7][C:3]=1[C:4](O)=[O:5].CSC.B.Cl, predict the reaction product. The product is: [Br:1][C:2]1[CH:10]=[CH:9][C:8]([O:11][CH3:12])=[CH:7][C:3]=1[CH2:4][OH:5]. (3) The product is: [CH3:16][C:6]1[C:7]([C:8]2[S:12][C:11]([C:13]([O:15][CH3:18])=[O:14])=[CH:10][CH:9]=2)=[CH:2][N:3]=[N:4][CH:5]=1. Given the reactants Cl[C:2]1[N:3]=[N:4][C:5](Cl)=[C:6]([CH3:16])[C:7]=1[C:8]1[S:12][C:11]([C:13]([OH:15])=[O:14])=[CH:10][CH:9]=1.[CH3:18]CN(CC)CC.CCOC(C)=O.CCCCCCC, predict the reaction product.